Dataset: Catalyst prediction with 721,799 reactions and 888 catalyst types from USPTO. Task: Predict which catalyst facilitates the given reaction. Reactant: [OH:1][C:2]1[CH:3]=[C:4]([CH:7]=[CH:8][CH:9]=1)[CH:5]=[O:6].C(N(C(C)C)C(C)C)C.[CH3:19][O:20][CH2:21]Cl. Product: [CH3:19][O:20][CH2:21][O:1][C:2]1[CH:3]=[C:4]([CH:7]=[CH:8][CH:9]=1)[CH:5]=[O:6]. The catalyst class is: 4.